From a dataset of Catalyst prediction with 721,799 reactions and 888 catalyst types from USPTO. Predict which catalyst facilitates the given reaction. (1) Reactant: [CH:1]1([C:4]2[C:5]([O:15][CH2:16][CH:17]3[CH2:22][CH2:21][N:20]([CH2:23][C:24]4[CH:29]=[C:28]([Cl:30])[CH:27]=[C:26]([Cl:31])[C:25]=4[C:32]#[N:33])[CH2:19][CH2:18]3)=[CH:6][C:7]([F:14])=[C:8]([CH:13]=2)[C:9]([O:11]C)=[O:10])[CH2:3][CH2:2]1.[OH-].[Li+].Cl. Product: [CH:1]1([C:4]2[C:5]([O:15][CH2:16][CH:17]3[CH2:18][CH2:19][N:20]([CH2:23][C:24]4[CH:29]=[C:28]([Cl:30])[CH:27]=[C:26]([Cl:31])[C:25]=4[C:32]#[N:33])[CH2:21][CH2:22]3)=[CH:6][C:7]([F:14])=[C:8]([CH:13]=2)[C:9]([OH:11])=[O:10])[CH2:3][CH2:2]1. The catalyst class is: 20. (2) Reactant: [F:1][C:2]1[C:3]([CH:8](C(OCC)=O)[C:9]([O:11][CH2:12][CH3:13])=[O:10])=[N:4][CH:5]=[CH:6][CH:7]=1.CS(C)=O.[Cl-].[Na+]. Product: [F:1][C:2]1[C:3]([CH2:8][C:9]([O:11][CH2:12][CH3:13])=[O:10])=[N:4][CH:5]=[CH:6][CH:7]=1. The catalyst class is: 6.